From a dataset of Reaction yield outcomes from USPTO patents with 853,638 reactions. Predict the reaction yield, written as a fraction of the theoretical maximum amount of product (1.0 means a 100% yield; for example, 0.34 means a 34% yield). (1) The reactants are [Br:1][C:2]1[CH:10]=[C:9]2[C:5]([CH:6]=[N:7][NH:8]2)=[CH:4][C:3]=1[O:11][C:12]1[CH:17]=[CH:16][C:15]([F:18])=[CH:14][C:13]=1[F:19].C(=O)([O-])[O-].[Cs+].[Cs+].Cl[CH2:27][C:28](=[O:30])[CH3:29]. The catalyst is CN(C=O)C.O. The product is [Br:1][C:2]1[CH:10]=[C:9]2[C:5]([CH:6]=[N:7][N:8]2[CH2:27][C:28](=[O:30])[CH3:29])=[CH:4][C:3]=1[O:11][C:12]1[CH:17]=[CH:16][C:15]([F:18])=[CH:14][C:13]=1[F:19]. The yield is 0.690. (2) No catalyst specified. The reactants are CS(O)(=O)=O.C[O:7][C:8]1[CH:13]=[CH:12][C:11]([CH2:14][CH2:15][CH2:16][CH2:17][N:18]2[CH:22]=[CH:21][N:20]=[N:19]2)=[CH:10][CH:9]=1.Br.[OH-].[Na+]. The yield is 0.850. The product is [N:18]1([CH2:17][CH2:16][CH2:15][CH2:14][C:11]2[CH:10]=[CH:9][C:8]([OH:7])=[CH:13][CH:12]=2)[CH:22]=[CH:21][N:20]=[N:19]1. (3) The reactants are Br[C:2]1[CH:3]=[C:4]([CH:11]=[CH:12][CH:13]=1)[O:5][CH2:6][CH2:7][N:8]([CH3:10])[CH3:9].CCCCCC.C([Li])CCC.[B:25](OC(C)C)([O:30]C(C)C)[O:26]C(C)C. The catalyst is C1COCC1. The product is [CH3:9][N:8]([CH3:10])[CH2:7][CH2:6][O:5][C:4]1[CH:3]=[C:2]([B:25]([OH:30])[OH:26])[CH:13]=[CH:12][CH:11]=1. The yield is 0.460. (4) The reactants are C([NH:5][S:6]([C:9]1[S:10][C:11]([C:14]2[CH:19]=[CH:18][CH:17]=[C:16]([C:20]3[N:25]=[C:24]([CH3:26])[CH:23]=[C:22]([C:27]4[CH:32]=[CH:31][C:30]([Cl:33])=[C:29]([Cl:34])[CH:28]=4)[N:21]=3)[CH:15]=2)=[CH:12][CH:13]=1)(=[O:8])=[O:7])(C)(C)C.C(O)(C(F)(F)F)=O. The catalyst is ClCCl. The product is [Cl:34][C:29]1[CH:28]=[C:27]([C:22]2[CH:23]=[C:24]([CH3:26])[N:25]=[C:20]([C:16]3[CH:15]=[C:14]([C:11]4[S:10][C:9]([S:6]([NH2:5])(=[O:8])=[O:7])=[CH:13][CH:12]=4)[CH:19]=[CH:18][CH:17]=3)[N:21]=2)[CH:32]=[CH:31][C:30]=1[Cl:33]. The yield is 0.110. (5) The reactants are [Br:1][C:2]1[CH:9]=[CH:8][C:5]([CH:6]=O)=[C:4](F)[CH:3]=1.[C:11]([NH2:14])(=[NH:13])[CH3:12]. The catalyst is CC(N(C)C)=O. The product is [Br:1][C:2]1[CH:3]=[C:4]2[C:5]([CH:6]=[N:13][C:11]([CH3:12])=[N:14]2)=[CH:8][CH:9]=1. The yield is 0.0400. (6) The reactants are [Br:1][C:2]1[CH:3]=[C:4]2[C:9](=[CH:10][CH:11]=1)[O:8][C:7]([NH:12][C:13]1[CH:18]=[CH:17][CH:16]=[CH:15][CH:14]=1)=[C:6]([CH:19]=O)[C:5]2=[O:21].OS(O)(=O)=O. No catalyst specified. The product is [Br:1][C:2]1[CH:3]=[C:4]2[C:9](=[CH:10][CH:11]=1)[O:8][C:7]1=[N:12][C:13]3[CH:18]=[CH:17][CH:16]=[CH:15][C:14]=3[CH:19]=[C:6]1[C:5]2=[O:21]. The yield is 0.770. (7) The reactants are [O:1]1[CH2:6][CH2:5][N:4]([C:7]2[N:12]=[C:11]([Cl:13])[CH:10]=[C:9](Cl)[N:8]=2)[CH2:3][CH2:2]1.C(N(CC)CC)C.[NH:22]1[CH2:27][CH2:26][O:25][CH2:24][CH2:23]1.CCOC(C)=O. The catalyst is CN1C(=O)CCC1. The product is [O:1]1[CH2:2][CH2:3][N:4]([C:7]2[N:8]=[C:9]([N:22]3[CH2:27][CH2:26][O:25][CH2:24][CH2:23]3)[CH:10]=[C:11]([Cl:13])[N:12]=2)[CH2:5][CH2:6]1. The yield is 0.930. (8) The reactants are [CH:1]1([C:7]2[C:15]3[C:10](=[CH:11][C:12]([C:16]([O:18][CH3:19])=[O:17])=[CH:13][CH:14]=3)[NH:9][C:8]=2[C:20]2[CH:25]=[CH:24][CH:23]=[CH:22][C:21]=2[OH:26])[CH2:6][CH2:5][CH2:4][CH2:3][CH2:2]1.[H-].[Na+].Cl[CH2:30][C:31]([CH2:33]Cl)=[CH2:32]. The catalyst is CN(C=O)C.CCOC(C)=O. The product is [CH:1]1([C:7]2[C:15]3[CH:14]=[CH:13][C:12]([C:16]([O:18][CH3:19])=[O:17])=[CH:11][C:10]=3[N:9]3[C:8]=2[C:20]2[CH:25]=[CH:24][CH:23]=[CH:22][C:21]=2[O:26][CH2:33][C:31](=[CH2:30])[CH2:32]3)[CH2:6][CH2:5][CH2:4][CH2:3][CH2:2]1. The yield is 0.700. (9) The reactants are [C:1]([CH2:4][CH2:5][CH2:6][O:7][C:8]1[CH:13]=[CH:12][C:11]([S:14]([C:17]2([C:23](OC(C)(C)C)=[O:24])[CH2:22][CH2:21][O:20][CH2:19][CH2:18]2)(=[O:16])=[O:15])=[CH:10][CH:9]=1)(O)=[O:2].O.[OH:31][N:32]1C2C=CC=CC=2N=N1.C(N(CC)CC)C.[F:48][C:49]([F:62])([F:61])[O:50][C:51]1[CH:60]=[CH:59][C:54]([C:55](=[N:57]O)[NH2:56])=[CH:53][CH:52]=1.Cl.CN(C)CCCN=C=NCC. The catalyst is CN(C)C=O. The product is [OH:31][NH:32][C:23]([C:17]1([S:14]([C:11]2[CH:10]=[CH:9][C:8]([O:7][CH2:6][CH2:5][CH2:4][C:1]3[O:2][N:57]=[C:55]([C:54]4[CH:59]=[CH:60][C:51]([O:50][C:49]([F:62])([F:61])[F:48])=[CH:52][CH:53]=4)[N:56]=3)=[CH:13][CH:12]=2)(=[O:15])=[O:16])[CH2:18][CH2:19][O:20][CH2:21][CH2:22]1)=[O:24]. The yield is 0.810.